From a dataset of Experimentally validated miRNA-target interactions with 360,000+ pairs, plus equal number of negative samples. Binary Classification. Given a miRNA mature sequence and a target amino acid sequence, predict their likelihood of interaction. (1) The miRNA is mmu-miR-129-5p with sequence CUUUUUGCGGUCUGGGCUUGC. The protein sequence of the target gene is MNEEEQFVSIDLNDDNICSVCKLGTDKDTLSFCHICFELNLEGVPKSNLLHTKSVRGHKDCFEKYHLIANQDCSRSKLSKSTYEGVKTIVSKKINWIVQYAQNKNLDLESECSKTSQHPLLNFRHKPEKKLLPQFDSQVPKYSAKGSAGNAGSISSYAQRILEHRENTDFRLGLLEDADALWTHSHSQAQKTEETSSGPEGTIQTQNPHYSREELNSMTLAEVVQLSAKLQQRIQEVFEELTHQVQEKDSLASELHVRHVAIEQLLKNCSKLPCLQVGRTGTRSHLPMNH. Result: 1 (interaction). (2) The miRNA is hsa-miR-4263 with sequence AUUCUAAGUGCCUUGGCC. The protein sequence of the target gene is MATRIPFTESQWEELENQALVFKYLAANMPVPPHLLFLIKRPFLFSSSSSSSSSSSFFSPTLSPHFGWNVYEMGMGRKIDAEPGRCRRTDGKKWRCSKEAYPDSKYCERHMHRGKNRSSSRKPPPTQFTPNLFLDSSSRRRRSGYMDDFFSIEPSGSIKSCSGSAMEDNDDGSCRGINNEEKQPDRHCFILGTDLRTRERPLMLEEKLKQRDHDNEEEQGSKRFYRFLDEWPSSKSSVSTSLFI. Result: 0 (no interaction). (3) The miRNA is mmu-let-7c-5p with sequence UGAGGUAGUAGGUUGUAUGGUU. The protein sequence of the target gene is MATRSCREKAQKLNEQHQLILSKLLREEDNKYCADCEAKGPRWASWNIGVFICIRCAGIHRNLGVHISRVKSVNLDQWTAEQIQCMQDMGNTKARLLYEANLPENFRRPQTDQAVEFFIRDKYEKKKYYDKNAIAITNISSSDAPLQPLVSSPSLQAAVDKNKLEKEKEKKKEEKKREKEPEKPAKPLTAEKLQKKDQQLEPKKSTSPKKAAEPTVDLLGLDGPAVAPVTNGNTTVPPLNDDLDIFGPMISNPLPATVMPPAQGTPSAPAAATLSTVTSGDLDLFTEQTTKSEEVAKKQL.... Result: 0 (no interaction).